This data is from Catalyst prediction with 721,799 reactions and 888 catalyst types from USPTO. The task is: Predict which catalyst facilitates the given reaction. (1) Reactant: Cl[C:2]1[C:11]2[C:6](=[CH:7][CH:8]=[CH:9][CH:10]=2)[N:5]=[CH:4][C:3]=1[NH:12][C:13](=O)[CH2:14][CH3:15].Cl.[NH2:18][CH2:19][CH2:20][CH2:21][CH2:22][NH:23][S:24]([CH3:27])(=[O:26])=[O:25].C(=O)([O-])[O-].[Na+].[Na+]. Product: [CH2:14]([C:13]1[N:18]([CH2:19][CH2:20][CH2:21][CH2:22][NH:23][S:24]([CH3:27])(=[O:26])=[O:25])[C:2]2[C:11]3[CH:10]=[CH:9][CH:8]=[CH:7][C:6]=3[N:5]=[CH:4][C:3]=2[N:12]=1)[CH3:15]. The catalyst class is: 6. (2) Reactant: [CH2:1]([O:8][C:9]1[C:18]([O:19][CH3:20])=[CH:17][CH:16]=[C:15]2[C:10]=1[CH2:11][CH2:12][N:13]1[CH2:24][CH:23]([C:25]3[CH:26]=[C:27]([CH3:31])[CH:28]=[CH:29][CH:30]=3)[C:22](=O)[CH2:21][CH:14]12)[C:2]1[CH:7]=[CH:6][CH:5]=[CH:4][CH:3]=1.CO.C([O-])(=O)C.[NH4+:39].Cl.N[OH:42]. Product: [CH2:1]([O:8][C:9]1[C:18]([O:19][CH3:20])=[CH:17][CH:16]=[C:15]2[C:10]=1[CH2:11][CH2:12][N:13]1[CH2:24][CH:23]([C:25]3[CH:26]=[C:27]([CH3:31])[CH:28]=[CH:29][CH:30]=3)[C:22](=[N:39][OH:42])[CH2:21][CH:14]12)[C:2]1[CH:7]=[CH:6][CH:5]=[CH:4][CH:3]=1. The catalyst class is: 6. (3) Reactant: [CH2:1]([O:3][CH2:4][C:5](Cl)=O)[CH3:2].[CH2:8]([O:15][C:16]1[CH:17]=[C:18]2[C:23](=[CH:24][CH:25]=1)[N:22]1[N:26]=[N:27][N:28]=[C:21]1[C:20]([NH2:29])=[C:19]2[NH:30][CH2:31][CH:32]([CH3:34])[CH3:33])[C:9]1[CH:14]=[CH:13][CH:12]=[CH:11][CH:10]=1. Product: [CH2:8]([O:15][C:16]1[CH:17]=[C:18]2[C:23](=[CH:24][CH:25]=1)[N:22]1[N:26]=[N:27][N:28]=[C:21]1[C:20]1[N:29]=[C:5]([CH2:4][O:3][CH2:1][CH3:2])[N:30]([CH2:31][CH:32]([CH3:34])[CH3:33])[C:19]2=1)[C:9]1[CH:10]=[CH:11][CH:12]=[CH:13][CH:14]=1. The catalyst class is: 17. (4) Reactant: [S:1]([N:5]=[C:6]=O)N=C=O.[Na].[N:9]1C=CC=C[CH:10]=1.[O:15]1[C:19]2([CH2:24][CH2:23][CH2:22][CH2:21][CH2:20]2)[O:18][CH2:17][CH:16]1C(Cl)=N.[Br:28][C:29]1[CH:30]=[C:31]([O:36][C:37]2[C:38]([CH3:43])=[N:39][CH:40]=[CH:41][CH:42]=2)[C:32]([NH2:35])=[N:33][CH:34]=1. Product: [Br:28][C:29]1[CH:30]=[C:31]([O:36][C:37]2[C:38]([CH3:43])=[N:39][CH:40]=[CH:41][CH:42]=2)[C:32]([NH:35][C:10]2[S:1][N:5]=[C:6]([C@H:17]3[CH2:16][O:15][C:19]4([CH2:20][CH2:21][CH2:22][CH2:23][CH2:24]4)[O:18]3)[N:9]=2)=[N:33][CH:34]=1. The catalyst class is: 10. (5) Reactant: [C:1]1(=O)[CH2:5]C[CH2:3][CH2:2]1.[CH3:7][O:8][CH:9](OC)[O:10][CH3:11].CC1C=CC(S(O)(=O)=O)=CC=1.C[O-].[Na+]. Product: [CH3:7][O:8][C:9]1([O:10][CH3:11])[CH2:3][CH2:2][CH2:1][CH2:5]1. The catalyst class is: 5. (6) Reactant: [F:1][C:2]([F:39])([F:38])[O:3][C:4]1[CH:9]=[CH:8][C:7]([S:10]([N:13]2[C:19]3[C:20]([C:24]#[C:25][Si](C)(C)C)=[CH:21][CH:22]=[CH:23][C:18]=3[NH:17][C:16]3[N:30]=[C:31]([C:34]([F:37])([F:36])[F:35])[CH:32]=[CH:33][C:15]=3[CH2:14]2)(=[O:12])=[O:11])=[CH:6][CH:5]=1.C([O-])([O-])=O.[K+].[K+]. The catalyst class is: 24. Product: [C:24]([C:20]1[C:19]2[N:13]([S:10]([C:7]3[CH:8]=[CH:9][C:4]([O:3][C:2]([F:38])([F:39])[F:1])=[CH:5][CH:6]=3)(=[O:12])=[O:11])[CH2:14][C:15]3[CH:33]=[CH:32][C:31]([C:34]([F:37])([F:36])[F:35])=[N:30][C:16]=3[NH:17][C:18]=2[CH:23]=[CH:22][CH:21]=1)#[CH:25]. (7) Product: [NH2:14][C@H:15]([C:18]1[CH:27]=[CH:26][C:25]2[C:20](=[CH:21][C:22]([O:28][CH3:29])=[CH:23][CH:24]=2)[CH:19]=1)[CH2:16][OH:17]. Reactant: C(O)(C(F)(F)F)=O.C(OC(=O)[NH:14][C@H:15]([C:18]1[CH:27]=[CH:26][C:25]2[C:20](=[CH:21][C:22]([O:28][CH3:29])=[CH:23][CH:24]=2)[CH:19]=1)[CH2:16][OH:17])(C)(C)C. The catalyst class is: 2.